This data is from NCI-60 drug combinations with 297,098 pairs across 59 cell lines. The task is: Regression. Given two drug SMILES strings and cell line genomic features, predict the synergy score measuring deviation from expected non-interaction effect. (1) Drug 1: CC1=C(C=C(C=C1)NC2=NC=CC(=N2)N(C)C3=CC4=NN(C(=C4C=C3)C)C)S(=O)(=O)N.Cl. Drug 2: CC1=C(N=C(N=C1N)C(CC(=O)N)NCC(C(=O)N)N)C(=O)NC(C(C2=CN=CN2)OC3C(C(C(C(O3)CO)O)O)OC4C(C(C(C(O4)CO)O)OC(=O)N)O)C(=O)NC(C)C(C(C)C(=O)NC(C(C)O)C(=O)NCCC5=NC(=CS5)C6=NC(=CS6)C(=O)NCCC[S+](C)C)O. Cell line: SK-MEL-28. Synergy scores: CSS=-1.79, Synergy_ZIP=1.51, Synergy_Bliss=-0.193, Synergy_Loewe=-3.62, Synergy_HSA=-3.09. (2) Drug 1: C1=CN(C=N1)CC(O)(P(=O)(O)O)P(=O)(O)O. Drug 2: CC(C)(C#N)C1=CC(=CC(=C1)CN2C=NC=N2)C(C)(C)C#N. Cell line: SNB-19. Synergy scores: CSS=0.284, Synergy_ZIP=0.921, Synergy_Bliss=-0.937, Synergy_Loewe=-6.87, Synergy_HSA=-5.11. (3) Drug 1: CC1=C(N=C(N=C1N)C(CC(=O)N)NCC(C(=O)N)N)C(=O)NC(C(C2=CN=CN2)OC3C(C(C(C(O3)CO)O)O)OC4C(C(C(C(O4)CO)O)OC(=O)N)O)C(=O)NC(C)C(C(C)C(=O)NC(C(C)O)C(=O)NCCC5=NC(=CS5)C6=NC(=CS6)C(=O)NCCC[S+](C)C)O. Drug 2: CNC(=O)C1=NC=CC(=C1)OC2=CC=C(C=C2)NC(=O)NC3=CC(=C(C=C3)Cl)C(F)(F)F. Cell line: CAKI-1. Synergy scores: CSS=13.3, Synergy_ZIP=3.67, Synergy_Bliss=0.138, Synergy_Loewe=-26.4, Synergy_HSA=-10.1.